From a dataset of Catalyst prediction with 721,799 reactions and 888 catalyst types from USPTO. Predict which catalyst facilitates the given reaction. (1) Reactant: [C:1]1([S:7]([C:10]2[CH:24]=[CH:23][C:13]([O:14][CH2:15][C@@H:16]3[CH2:20]CC(C)(C)[O:17]3)=[C:12]([Br:25])[CH:11]=2)(=[O:9])=[O:8])[CH:6]=[CH:5][CH:4]=[CH:3][CH:2]=1.C1(C)C=CC(S([O-])(=O)=[O:33])=CC=1. Product: [C:1]1([S:7]([C:10]2[CH:24]=[CH:23][C:13]([O:14][CH2:15][C@H:16]([OH:17])[CH2:20][OH:33])=[C:12]([Br:25])[CH:11]=2)(=[O:9])=[O:8])[CH:6]=[CH:5][CH:4]=[CH:3][CH:2]=1. The catalyst class is: 95. (2) Reactant: [OH:1][CH2:2][C:3]1[S:4][C:5]2[CH:11]=[CH:10][C:9]([C:12]([O:14][CH3:15])=[O:13])=[CH:8][C:6]=2[CH:7]=1.[CH2:16]1COCC1.[H-].[Na+].CI. Product: [CH3:16][O:1][CH2:2][C:3]1[S:4][C:5]2[CH:11]=[CH:10][C:9]([C:12]([O:14][CH3:15])=[O:13])=[CH:8][C:6]=2[CH:7]=1. The catalyst class is: 33. (3) Reactant: [S:1](Cl)([C:4]1[CH:10]=[CH:9][C:7]([CH3:8])=[CH:6][CH:5]=1)(=[O:3])=[O:2].[N-:12]=[N+:13]=[N-:14].[Na+]. Product: [S:1]([N:12]=[N+:13]=[N-:14])([C:4]1[CH:10]=[CH:9][C:7]([CH3:8])=[CH:6][CH:5]=1)(=[O:3])=[O:2]. The catalyst class is: 21.